From a dataset of Catalyst prediction with 721,799 reactions and 888 catalyst types from USPTO. Predict which catalyst facilitates the given reaction. (1) The catalyst class is: 9. Product: [Cl:19][CH2:18][CH2:17][CH2:16][N:4]1[C:5]2[C:10](=[CH:9][CH:8]=[CH:7][CH:6]=2)[C:2]([F:1])([F:12])[C:3]1=[O:11]. Reactant: [F:1][C:2]1([F:12])[C:10]2[C:5](=[CH:6][CH:7]=[CH:8][CH:9]=2)[NH:4][C:3]1=[O:11].[H-].[Na+].Br[CH2:16][CH2:17][CH2:18][Cl:19]. (2) Reactant: [Li+].[CH3:2][C:3]([O-:6])([CH3:5])[CH3:4].[Cl:7][C:8]1[CH:16]=[C:15]([N+:17]([O-:19])=[O:18])[CH:14]=[CH:13][C:9]=1[C:10](Cl)=[O:11]. Product: [Cl:7][C:8]1[CH:16]=[C:15]([N+:17]([O-:19])=[O:18])[CH:14]=[CH:13][C:9]=1[C:10]([O:6][C:3]([CH3:5])([CH3:4])[CH3:2])=[O:11]. The catalyst class is: 7. (3) Reactant: Br[CH:2]([CH2:8][CH:9]1[CH2:14][CH2:13][CH2:12][CH2:11][CH2:10]1)[C:3]([CH:5]1[CH2:7][CH2:6]1)=O.[NH2:15][C:16]1[CH:21]=[C:20]([C:22]([N:24]([CH2:27][CH3:28])[CH2:25][CH3:26])=[O:23])[CH:19]=[CH:18][N:17]=1. The catalyst class is: 51. Product: [CH:9]1([CH2:8][C:2]2[N:17]3[CH:18]=[CH:19][C:20]([C:22]([N:24]([CH2:27][CH3:28])[CH2:25][CH3:26])=[O:23])=[CH:21][C:16]3=[N:15][C:3]=2[CH:5]2[CH2:7][CH2:6]2)[CH2:14][CH2:13][CH2:12][CH2:11][CH2:10]1. (4) Reactant: [CH3:1][O:2][C:3]1[N:8]=[C:7](S(C)(=O)=O)[N:6]=[C:5]([C:13]2[C:21]3[C:16](=[N:17][CH:18]=[CH:19][CH:20]=3)[N:15]([S:22]([C:25]3[CH:30]=[CH:29][CH:28]=[CH:27][CH:26]=3)(=[O:24])=[O:23])[CH:14]=2)[CH:4]=1.[CH:31]1([NH2:37])[CH2:36][CH2:35][CH2:34][CH2:33][CH2:32]1. Product: [CH:31]1([NH:37][C:7]2[N:8]=[C:3]([O:2][CH3:1])[CH:4]=[C:5]([C:13]3[C:21]4[C:16](=[N:17][CH:18]=[CH:19][CH:20]=4)[N:15]([S:22]([C:25]4[CH:30]=[CH:29][CH:28]=[CH:27][CH:26]=4)(=[O:24])=[O:23])[CH:14]=3)[N:6]=2)[CH2:36][CH2:35][CH2:34][CH2:33][CH2:32]1. The catalyst class is: 12. (5) Reactant: [Br:1][C:2]1[CH:7]=[CH:6][C:5]([C:8]([NH2:11])([CH3:10])[CH3:9])=[CH:4][CH:3]=1.C(O[BH-](O[C:22](=O)[CH3:23])OC(=O)C)(=O)C.[Na+].[CH2:26](Cl)Cl. Product: [Br:1][C:2]1[CH:3]=[CH:4][C:5]([C:8]([NH:11][CH:22]([CH3:23])[CH3:26])([CH3:9])[CH3:10])=[CH:6][CH:7]=1. The catalyst class is: 372. (6) Product: [CH2:1]([O:3][C:4](=[O:13])[C:5]1[CH:10]=[CH:9][C:8]([Cl:11])=[C:7]([CH:14]([CH3:16])[CH3:15])[CH:6]=1)[CH3:2]. The catalyst class is: 75. Reactant: [CH2:1]([O:3][C:4](=[O:13])[C:5]1[CH:10]=[CH:9][C:8]([Cl:11])=[C:7](Br)[CH:6]=1)[CH3:2].[CH:14]([Zn]C(C)C)([CH3:16])[CH3:15]. (7) Reactant: [CH3:1][C:2](/[CH:4]=[N:5]/O)=O.[CH3:7][C:8]([CH2:10][C:11]([C:13]([F:16])([F:15])[F:14])=[O:12])=O.C(O)(=O)C.[OH-].[Na+]. Product: [CH3:7][C:8]1[NH:5][CH:4]=[C:2]([CH3:1])[C:10]=1[C:11](=[O:12])[C:13]([F:16])([F:15])[F:14]. The catalyst class is: 739. (8) Reactant: [C:1]([N:4]1[CH2:9][CH2:8][C:7]([C:23]2[CH:36]=[CH:35][C:26]([O:27][CH2:28][C:29](=[O:34])[C:30]([CH3:33])([CH3:32])[CH3:31])=[C:25]([CH3:37])[CH:24]=2)([C:10]2[CH:15]=[CH:14][C:13]([O:16][CH2:17][CH:18]([OH:21])[CH2:19][OH:20])=[C:12]([CH3:22])[CH:11]=2)[CH2:6][CH2:5]1)(=[O:3])[CH3:2].[BH4-].[Na+]. Product: [OH:21][C@@H:18]([CH2:19][OH:20])[CH2:17][O:16][C:13]1[CH:14]=[CH:15][C:10]([C:7]2([C:23]3[CH:36]=[CH:35][C:26]([O:27][CH2:28][CH:29]([OH:34])[C:30]([CH3:31])([CH3:32])[CH3:33])=[C:25]([CH3:37])[CH:24]=3)[CH2:6][CH2:5][N:4]([C:1](=[O:3])[CH3:2])[CH2:9][CH2:8]2)=[CH:11][C:12]=1[CH3:22]. The catalyst class is: 5. (9) Reactant: [CH3:1][C:2]1([CH3:26])[O:6][C@H:5]([CH2:7][N:8]2[C:16]3[C:11](=[CH:12][C:13]([N+:18]([O-])=O)=[C:14]([F:17])[CH:15]=3)[CH:10]=[C:9]2[C:21]([CH3:25])([CH3:24])[CH2:22][OH:23])[CH2:4][O:3]1. Product: [NH2:18][C:13]1[CH:12]=[C:11]2[C:16](=[CH:15][C:14]=1[F:17])[N:8]([CH2:7][C@@H:5]1[CH2:4][O:3][C:2]([CH3:1])([CH3:26])[O:6]1)[C:9]([C:21]([CH3:25])([CH3:24])[CH2:22][OH:23])=[CH:10]2. The catalyst class is: 8. (10) Reactant: Cl[C:2]1[N:3]=[C:4]([NH:11][C:12]2[CH:17]=[CH:16][CH:15]=[C:14]([S:18]([CH3:21])(=[O:20])=[O:19])[CH:13]=2)[C:5]2[N:10]=[CH:9][S:8][C:6]=2[N:7]=1.CC1(C)C(C)(C)OB([C:30]2[CH:31]=[C:32]([CH:37]=[CH:38][CH:39]=2)[C:33]([O:35][CH3:36])=[O:34])O1.C([O-])([O-])=O.[Na+].[Na+].O1CCOCC1. Product: [CH3:21][S:18]([C:14]1[CH:13]=[C:12]([NH:11][C:4]2[C:5]3[N:10]=[CH:9][S:8][C:6]=3[N:7]=[C:2]([C:30]3[CH:31]=[C:32]([CH:37]=[CH:38][CH:39]=3)[C:33]([O:35][CH3:36])=[O:34])[N:3]=2)[CH:17]=[CH:16][CH:15]=1)(=[O:20])=[O:19]. The catalyst class is: 257.